From a dataset of Forward reaction prediction with 1.9M reactions from USPTO patents (1976-2016). Predict the product of the given reaction. Given the reactants [CH3:1][C:2]1[N:3]=[CH:4][N:5]([C:8]2[CH:13]=[C:12]([N+:14]([O-])=O)[CH:11]=[C:10]([C:17]#[N:18])[CH:9]=2)[C:6]=1[CH3:7].C.O.NN, predict the reaction product. The product is: [CH3:1][C:2]1[N:3]=[CH:4][N:5]([C:8]2[CH:13]=[C:12]([NH2:14])[CH:11]=[C:10]([C:17]#[N:18])[CH:9]=2)[C:6]=1[CH3:7].